Dataset: Catalyst prediction with 721,799 reactions and 888 catalyst types from USPTO. Task: Predict which catalyst facilitates the given reaction. (1) Reactant: Br[C:2]1[CH:7]=[C:6]([N:8]2[CH2:13][CH2:12][O:11][CH2:10][CH2:9]2)[N:5]=[C:4]([C:14]2[CH:19]=[CH:18][CH:17]=[C:16]([NH:20][C:21]([CH:23]3[CH2:28][CH2:27][N:26](C(OC(C)(C)C)=O)[CH2:25][CH2:24]3)=[O:22])[CH:15]=2)[N:3]=1.[OH:36][CH2:37][C:38]1[CH:39]=[C:40](B(O)O)[CH:41]=[CH:42][CH:43]=1.C(=O)(O)[O-].[Na+]. Product: [OH:36][CH2:37][C:38]1[CH:43]=[C:42]([C:2]2[CH:7]=[C:6]([N:8]3[CH2:9][CH2:10][O:11][CH2:12][CH2:13]3)[N:5]=[C:4]([C:14]3[CH:19]=[CH:18][CH:17]=[C:16]([NH:20][C:21]([CH:23]4[CH2:28][CH2:27][NH:26][CH2:25][CH2:24]4)=[O:22])[CH:15]=3)[N:3]=2)[CH:41]=[CH:40][CH:39]=1. The catalyst class is: 276. (2) Reactant: [F:1][C:2]1[CH:7]=[CH:6][C:5]([F:8])=[CH:4][C:3]=1[C@H:9]1[CH2:13][CH2:12][CH2:11][N:10]1[C:14]1[CH:19]=[CH:18][N:17]2[N:20]=[CH:21][C:22]([C:23]([N:25]3[CH2:30][CH2:29][CH:28]([C:31]([O:33]CC)=[O:32])[CH2:27][CH2:26]3)=[O:24])=[C:16]2[N:15]=1.[Li+].[OH-]. Product: [F:1][C:2]1[CH:7]=[CH:6][C:5]([F:8])=[CH:4][C:3]=1[C@H:9]1[CH2:13][CH2:12][CH2:11][N:10]1[C:14]1[CH:19]=[CH:18][N:17]2[N:20]=[CH:21][C:22]([C:23]([N:25]3[CH2:26][CH2:27][CH:28]([C:31]([OH:33])=[O:32])[CH2:29][CH2:30]3)=[O:24])=[C:16]2[N:15]=1. The catalyst class is: 36. (3) Reactant: [CH3:1][N:2]([CH3:35])[C:3]([C:5]1[CH:6]=[C:7]([CH2:30][C:31]([O:33]C)=[O:32])[CH:8]=[CH:9][C:10]=1[NH:11][C:12]([C:14]1[CH:19]=[CH:18][CH:17]=[CH:16][C:15]=1[C:20]1[CH:25]=[CH:24][C:23]([C:26]([F:29])([F:28])[F:27])=[CH:22][CH:21]=1)=[O:13])=[O:4].[Li+].[OH-]. Product: [CH3:35][N:2]([CH3:1])[C:3]([C:5]1[CH:6]=[C:7]([CH2:30][C:31]([OH:33])=[O:32])[CH:8]=[CH:9][C:10]=1[NH:11][C:12]([C:14]1[CH:19]=[CH:18][CH:17]=[CH:16][C:15]=1[C:20]1[CH:25]=[CH:24][C:23]([C:26]([F:29])([F:27])[F:28])=[CH:22][CH:21]=1)=[O:13])=[O:4]. The catalyst class is: 36. (4) Reactant: [Cr](O[Cr]([O-])(=O)=O)([O-])(=O)=O.[NH+]1C=CC=CC=1.[NH+]1C=CC=CC=1.[CH2:22]([C:29]12[CH:38]([OH:39])[CH2:37][CH2:36][CH2:35][CH:34]1[CH:33]([CH3:40])[C:32]1([O:44][CH2:43][CH2:42][O:41]1)[CH2:31][CH2:30]2)[C:23]1[CH:28]=[CH:27][CH:26]=[CH:25][CH:24]=1. Product: [CH2:22]([C:29]12[C:38](=[O:39])[CH2:37][CH2:36][CH2:35][CH:34]1[CH:33]([CH3:40])[C:32]1([O:41][CH2:42][CH2:43][O:44]1)[CH2:31][CH2:30]2)[C:23]1[CH:28]=[CH:27][CH:26]=[CH:25][CH:24]=1. The catalyst class is: 2.